From a dataset of Forward reaction prediction with 1.9M reactions from USPTO patents (1976-2016). Predict the product of the given reaction. (1) The product is: [OH:41][C:35]1([C:10]2[NH:11][C:12]3[N:13]([CH2:24][CH2:25][CH3:26])[C:14](=[O:23])[N:15]([CH2:20][CH2:21][CH3:22])[C:16](=[O:19])[C:17]=3[N:18]=2)[CH2:34][CH:33]2[O:40][CH:37]([CH:38]=[CH:39]2)[CH2:36]1. Given the reactants OC1(C)C2CCC1CC([C:10]1[NH:18][C:17]3[C:16](=[O:19])[N:15]([CH2:20][CH2:21][CH3:22])[C:14](=[O:23])[N:13]([CH2:24][CH2:25][CH3:26])[C:12]=3[N:11]=1)C2.[Li]CCCC.[CH:33]12[O:40][CH:37]([CH:38]=[CH:39]1)[CH2:36][C:35](=[O:41])[CH2:34]2, predict the reaction product. (2) Given the reactants [C:1]([N:4]1[C:13]2[C:8](=[CH:9][C:10]([C:14]#[N:15])=[CH:11][CH:12]=2)[C@H:7]([NH:16][C:17]2[CH:22]=[CH:21][C:20]([F:23])=[CH:19][N:18]=2)[C@@H:6]([CH3:24])[C@@H:5]1[CH:25]1[CH2:27][CH2:26]1)(=[O:3])[CH3:2].OO.C(=O)([O-])[O-:31].[K+].[K+], predict the reaction product. The product is: [C:1]([N:4]1[C:13]2[C:8](=[CH:9][C:10]([C:14]([NH2:15])=[O:31])=[CH:11][CH:12]=2)[C@H:7]([NH:16][C:17]2[CH:22]=[CH:21][C:20]([F:23])=[CH:19][N:18]=2)[C@@H:6]([CH3:24])[C@@H:5]1[CH:25]1[CH2:27][CH2:26]1)(=[O:3])[CH3:2]. (3) Given the reactants [N:1]([C:4]1[NH:5][CH:6]=[CH:7][C:8]=1[C:9]([O:11]CC)=O)=[C:2]=[S:3].[F:14][C:15]([F:25])([F:24])[O:16][C:17]1[CH:23]=[CH:22][C:20]([NH2:21])=[CH:19][CH:18]=1.[O-]CC.[Na+].C(O)C.Cl, predict the reaction product. The product is: [S:3]=[C:2]1[NH:1][C:4]2[NH:5][CH:6]=[CH:7][C:8]=2[C:9](=[O:11])[N:21]1[C:20]1[CH:22]=[CH:23][C:17]([O:16][C:15]([F:14])([F:24])[F:25])=[CH:18][CH:19]=1. (4) Given the reactants C(OC(=O)[NH:7][C:8]1[CH:13]=[CH:12][C:11]([C:14]2[CH:19]=[CH:18][CH:17]=[CH:16][CH:15]=2)=[CH:10][C:9]=1[NH:20][C:21](=[O:31])[CH2:22][C:23]([C:25]1[S:26][CH:27]=[CH:28][C:29]=1[Cl:30])=O)(C)(C)C.C(O)(C(F)(F)F)=O, predict the reaction product. The product is: [Cl:30][C:29]1[CH:28]=[CH:27][S:26][C:25]=1[C:23]1[CH2:22][C:21](=[O:31])[NH:20][C:9]2[CH:10]=[C:11]([C:14]3[CH:19]=[CH:18][CH:17]=[CH:16][CH:15]=3)[CH:12]=[CH:13][C:8]=2[N:7]=1. (5) Given the reactants [CH:1]([N:4]([CH:7]([CH3:9])C)[CH2:5][CH3:6])([CH3:3])C.ClC1C=[CH:17][C:14]([C:15]#[N:16])=[CH:13][N:12]=1.[C:19]([O:23][C:24](C1CCNC1)=[O:25])([CH3:22])([CH3:21])[CH3:20].C[N:32](C=O)C, predict the reaction product. The product is: [C:19]([O:23][C:24](=[O:25])[NH:32][CH:9]1[CH2:6][CH2:5][N:4]([C:1]2[CH:3]=[CH:17][C:14]([C:15]#[N:16])=[CH:13][N:12]=2)[CH2:7]1)([CH3:22])([CH3:21])[CH3:20]. (6) Given the reactants [CH3:1][C:2]1[O:6][N:5]=[C:4]([C:7]2[CH:12]=[CH:11][CH:10]=[CH:9][CH:8]=2)[C:3]=1[CH2:13][O:14][C:15]1[CH:23]=[CH:22][C:18]([C:19]([OH:21])=O)=[CH:17][N:16]=1.[NH2:24][CH2:25][CH2:26][CH2:27][OH:28], predict the reaction product. The product is: [OH:28][CH2:27][CH2:26][CH2:25][NH:24][C:19](=[O:21])[C:18]1[CH:22]=[CH:23][C:15]([O:14][CH2:13][C:3]2[C:4]([C:7]3[CH:8]=[CH:9][CH:10]=[CH:11][CH:12]=3)=[N:5][O:6][C:2]=2[CH3:1])=[N:16][CH:17]=1. (7) Given the reactants [NH:1]1[C:9]2[CH2:8][CH2:7][CH2:6][CH2:5][C:4]=2[CH2:3][C@H:2]1[C:10]([O:12][CH2:13][C:14]1[CH:19]=[CH:18][CH:17]=[CH:16][CH:15]=1)=[O:11].C(N(C(C)C)CC)(C)C.[C:29]1([CH3:44])[CH:34]=[CH:33][C:32]([S:35]([O:38][C@H:39]([CH3:43])[C:40](Cl)=[O:41])(=[O:37])=[O:36])=[CH:31][CH:30]=1, predict the reaction product. The product is: [C:29]1([CH3:44])[CH:30]=[CH:31][C:32]([S:35]([O:38][C@H:39]([CH3:43])[C:40]([N:1]2[C:9]3[CH2:8][CH2:7][CH2:6][CH2:5][C:4]=3[CH2:3][C@H:2]2[C:10]([O:12][CH2:13][C:14]2[CH:19]=[CH:18][CH:17]=[CH:16][CH:15]=2)=[O:11])=[O:41])(=[O:36])=[O:37])=[CH:33][CH:34]=1. (8) Given the reactants F[C:2]1[CH:12]=[CH:11][C:5]([C:6]([O:8]CC)=[O:7])=[CH:4][C:3]=1[N+:13]([O-:15])=[O:14].[CH3:16][N:17]1[CH2:22][CH2:21][CH:20]([NH2:23])[CH2:19][CH2:18]1.C(N(CC)C(C)C)(C)C, predict the reaction product. The product is: [CH3:16][N:17]1[CH2:22][CH2:21][CH:20]([NH:23][C:2]2[CH:12]=[CH:11][C:5]([C:6]([OH:8])=[O:7])=[CH:4][C:3]=2[N+:13]([O-:15])=[O:14])[CH2:19][CH2:18]1. (9) Given the reactants [CH3:1][C:2]1[CH:3]=[CH:4][C:5]([N+:11]([O-:13])=[O:12])=[C:6]([CH:10]=1)[C:7]([OH:9])=O.CN(C(ON1N=NC2C=CC=NC1=2)=[N+](C)C)C.F[P-](F)(F)(F)(F)F.CCN(C(C)C)C(C)C.[OH:47][NH:48][C:49](=[NH:55])[C:50]([O:52][CH2:53][CH3:54])=[O:51], predict the reaction product. The product is: [OH:47][N:48]=[C:49]([NH:55][C:7](=[O:9])[C:6]1[CH:10]=[C:2]([CH3:1])[CH:3]=[CH:4][C:5]=1[N+:11]([O-:13])=[O:12])[C:50]([O:52][CH2:53][CH3:54])=[O:51].